From a dataset of Catalyst prediction with 721,799 reactions and 888 catalyst types from USPTO. Predict which catalyst facilitates the given reaction. (1) Reactant: [C:1]([O:5][C:6](=[O:24])[N:7]([C@:9]([C:16]1[CH:21]=[CH:20][C:19]([Cl:22])=[C:18]([Cl:23])[CH:17]=1)([CH2:13][CH:14]=[CH2:15])[CH:10]=[N:11][CH3:12])[CH3:8])([CH3:4])([CH3:3])[CH3:2].B.[Na].CC(C)=O.O. Product: [C:1]([O:5][C:6](=[O:24])[N:7]([C@:9]([C:16]1[CH:21]=[CH:20][C:19]([Cl:22])=[C:18]([Cl:23])[CH:17]=1)([CH2:13][CH:14]=[CH2:15])[CH2:10][NH:11][CH3:12])[CH3:8])([CH3:2])([CH3:3])[CH3:4]. The catalyst class is: 5. (2) Reactant: [C:1]1([C:7]2[NH:8][CH:9]=[C:10]([CH:12]=O)[N:11]=2)[CH:6]=[CH:5][CH:4]=[CH:3][CH:2]=1.[CH3:14][NH2:15].CO.[BH4-].[Na+].[ClH:20]. Product: [ClH:20].[ClH:20].[CH3:14][NH:15][CH2:12][C:10]1[N:11]=[C:7]([C:1]2[CH:6]=[CH:5][CH:4]=[CH:3][CH:2]=2)[NH:8][CH:9]=1. The catalyst class is: 8. (3) Reactant: [Cl-].[NH4+].Cl.C([N:6]=C=NCCCN(C)C)C.O.ON1C2C=CC=CC=2N=N1.C(N(C(C)C)CC)(C)C.[NH2:35][C:36]1[CH:44]=[CH:43][C:39]([C:40](O)=[O:41])=[C:38]([Cl:45])[CH:37]=1.C(=O)([O-])O.[Na+]. Product: [NH2:35][C:36]1[CH:44]=[CH:43][C:39]([C:40]([NH2:6])=[O:41])=[C:38]([Cl:45])[CH:37]=1. The catalyst class is: 9. (4) Reactant: ClC1C=C(NC2N=C(N[C@@H]3C[C@H]4N(CCC4)C(C)(C)C3)C(F)=CN=2)C=CC=1OCCO.F[C:33]1[CH:38]=[CH:37][C:36]([N+:39]([O-:41])=[O:40])=[CH:35][C:34]=1[CH3:42].CC(C)([O-])C.[K+].[Si:49]([O:56][CH2:57][CH2:58][OH:59])([C:52]([CH3:55])([CH3:54])[CH3:53])([CH3:51])[CH3:50]. Product: [C:52]([Si:49]([CH3:51])([CH3:50])[O:56][CH2:57][CH2:58][O:59][C:33]1[CH:38]=[CH:37][C:36]([N+:39]([O-:41])=[O:40])=[CH:35][C:34]=1[CH3:42])([CH3:55])([CH3:54])[CH3:53]. The catalyst class is: 1. (5) Reactant: [NH2:1][C:2]1[C:3]([CH3:13])=[C:4]([CH:9]=[C:10]([Br:12])[CH:11]=1)[C:5]([O:7][CH3:8])=[O:6].[CH3:14][C:15](=O)[CH2:16][CH3:17].C([BH3-])#N.[Na+]. Product: [Br:12][C:10]1[CH:11]=[C:2]([NH:1][CH:15]([CH2:16][CH3:17])[CH3:14])[C:3]([CH3:13])=[C:4]([CH:9]=1)[C:5]([O:7][CH3:8])=[O:6]. The catalyst class is: 466. (6) Reactant: [N+:1]([C:4]1[CH:5]=[C:6]2[C:10](=[CH:11][CH:12]=1)[N:9]([CH:13]1[CH2:18][CH2:17][CH2:16][CH2:15][O:14]1)[N:8]=[C:7]2[C:19]1[NH:23][C:22]2[CH:24]=[C:25]([N:28]3[CH2:33][CH2:32][O:31][CH2:30][CH2:29]3)[CH:26]=[CH:27][C:21]=2[N:20]=1)([O-])=O.[H][H]. Product: [O:31]1[CH2:30][CH2:29][N:28]([C:25]2[CH:26]=[CH:27][C:21]3[NH:20][C:19]([C:7]4[C:6]5[C:10](=[CH:11][CH:12]=[C:4]([NH2:1])[CH:5]=5)[N:9]([CH:13]5[CH2:18][CH2:17][CH2:16][CH2:15][O:14]5)[N:8]=4)=[N:23][C:22]=3[CH:24]=2)[CH2:33][CH2:32]1. The catalyst class is: 29. (7) Product: [Br:8][C:6]1[CH:5]=[CH:4][C:3]([O:9][C:22]2[CH:21]=[CH:20][N:19]=[C:18]([CH2:16][CH3:17])[CH:23]=2)=[C:2]([F:1])[CH:7]=1. Reactant: [F:1][C:2]1[CH:7]=[C:6]([Br:8])[CH:5]=[CH:4][C:3]=1[OH:9].C([O-])([O-])=O.[K+].[K+].[CH2:16]([C:18]1[CH:23]=[C:22]([N+]([O-])=O)[CH:21]=[CH:20][N:19]=1)[CH3:17]. The catalyst class is: 16.